Dataset: NCI-60 drug combinations with 297,098 pairs across 59 cell lines. Task: Regression. Given two drug SMILES strings and cell line genomic features, predict the synergy score measuring deviation from expected non-interaction effect. (1) Drug 2: C1=NNC2=C1C(=O)NC=N2. Cell line: NCI/ADR-RES. Drug 1: CC12CCC(CC1=CCC3C2CCC4(C3CC=C4C5=CN=CC=C5)C)O. Synergy scores: CSS=2.76, Synergy_ZIP=-3.17, Synergy_Bliss=-3.61, Synergy_Loewe=-12.7, Synergy_HSA=-4.57. (2) Drug 1: C1=CC(=CC=C1CCC2=CNC3=C2C(=O)NC(=N3)N)C(=O)NC(CCC(=O)O)C(=O)O. Drug 2: C(CC(=O)O)C(=O)CN.Cl. Cell line: MALME-3M. Synergy scores: CSS=16.2, Synergy_ZIP=-5.79, Synergy_Bliss=-3.74, Synergy_Loewe=-0.792, Synergy_HSA=-0.583. (3) Cell line: SN12C. Synergy scores: CSS=14.9, Synergy_ZIP=-8.03, Synergy_Bliss=-0.629, Synergy_Loewe=-16.6, Synergy_HSA=0.523. Drug 2: C1CN1P(=S)(N2CC2)N3CC3. Drug 1: CC1=CC2C(CCC3(C2CCC3(C(=O)C)OC(=O)C)C)C4(C1=CC(=O)CC4)C. (4) Drug 1: CC1CCC2CC(C(=CC=CC=CC(CC(C(=O)C(C(C(=CC(C(=O)CC(OC(=O)C3CCCCN3C(=O)C(=O)C1(O2)O)C(C)CC4CCC(C(C4)OC)OCCO)C)C)O)OC)C)C)C)OC. Drug 2: CC12CCC3C(C1CCC2OP(=O)(O)O)CCC4=C3C=CC(=C4)OC(=O)N(CCCl)CCCl.[Na+]. Cell line: UACC-257. Synergy scores: CSS=26.5, Synergy_ZIP=-0.324, Synergy_Bliss=4.26, Synergy_Loewe=2.57, Synergy_HSA=1.82.